From a dataset of Catalyst prediction with 721,799 reactions and 888 catalyst types from USPTO. Predict which catalyst facilitates the given reaction. (1) Reactant: [CH3:1][N:2]([CH3:19])[CH2:3][CH2:4][N:5]1[C:9]([C:10]2[CH:15]=[CH:14][CH:13]=[C:12]([N+:16]([O-])=O)[CH:11]=2)=[CH:8][N:7]=[CH:6]1.[H][H]. Product: [CH3:1][N:2]([CH3:19])[CH2:3][CH2:4][N:5]1[C:9]([C:10]2[CH:11]=[C:12]([NH2:16])[CH:13]=[CH:14][CH:15]=2)=[CH:8][N:7]=[CH:6]1. The catalyst class is: 19. (2) Reactant: [CH:1]1([N:6]2[CH2:11][CH2:10][CH:9]([O:12][C:13]3[CH:22]=[CH:21][C:20]4[CH2:19][N:18]([C:23](OC(C)(C)C)=O)[CH2:17][CH2:16][C:15]=4[N:14]=3)[CH2:8][CH2:7]2)[CH2:5][CH2:4][CH2:3][CH2:2]1.[H-].[H-].[H-].[H-].[Li+].[Al+3].[OH-].[Na+].CCOC(C)=O. Product: [CH:1]1([N:6]2[CH2:7][CH2:8][CH:9]([O:12][C:13]3[CH:22]=[CH:21][C:20]4[CH2:19][N:18]([CH3:23])[CH2:17][CH2:16][C:15]=4[N:14]=3)[CH2:10][CH2:11]2)[CH2:5][CH2:4][CH2:3][CH2:2]1. The catalyst class is: 1. (3) Reactant: [CH3:1][N:2]([CH2:4][C:5]1[N:6]([C:10]2[CH:11]=[C:12]([NH:20][C:21](=[O:35])[C:22]3[CH:27]=[CH:26][C:25]([CH3:28])=[C:24]([C:29]#[C:30][Si](C)(C)C)[CH:23]=3)[CH:13]=[C:14]([C:16]([F:19])([F:18])[F:17])[CH:15]=2)[CH:7]=[CH:8][N:9]=1)[CH3:3].CCCC[N+](CCCC)(CCCC)CCCC.[F-]. Product: [CH3:3][N:2]([CH2:4][C:5]1[N:6]([C:10]2[CH:11]=[C:12]([NH:20][C:21](=[O:35])[C:22]3[CH:27]=[CH:26][C:25]([CH3:28])=[C:24]([C:29]#[CH:30])[CH:23]=3)[CH:13]=[C:14]([C:16]([F:17])([F:18])[F:19])[CH:15]=2)[CH:7]=[CH:8][N:9]=1)[CH3:1]. The catalyst class is: 1. (4) Reactant: Br[C:2]1[S:3][CH:4]=[CH:5][CH:6]=1.[Li]CCCC.[CH3:12][CH2:13][CH2:14][C:15](=[O:19])[CH2:16][CH2:17][CH3:18]. Product: [S:3]1[CH:4]=[CH:5][CH:6]=[C:2]1[C:15]([OH:19])([CH2:16][CH2:17][CH3:18])[CH2:14][CH2:13][CH3:12]. The catalyst class is: 1. (5) Reactant: [Br:1][C:2]1[C:3]([NH2:8])=[N:4][N:5]([CH3:7])[CH:6]=1.C(N(CC)CC)C.[Cl:16][CH2:17][CH2:18][CH2:19][C:20](Cl)=[O:21].[Cl-].[NH4+]. Product: [Br:1][C:2]1[C:3]([NH:8][C:20](=[O:21])[CH2:19][CH2:18][CH2:17][Cl:16])=[N:4][N:5]([CH3:7])[CH:6]=1. The catalyst class is: 1. (6) Reactant: [CH3:1][N:2]1[CH2:7][CH2:6][N:5]([CH2:8][C:9]2[CH:14]=[CH:13][C:12]([C:15](=[O:33])/[CH:16]=[CH:17]/[C:18]3[CH:19]=[C:20](/[CH:24]=[CH:25]/[C:26]([O:28]C(C)(C)C)=O)[CH:21]=[CH:22][CH:23]=3)=[CH:11][CH:10]=2)[CH2:4][CH2:3]1.C1C=CC2[N:42]([OH:43])N=NC=2C=1.C(Cl)C[Cl:46].NOC1CCCCO1. Product: [ClH:46].[ClH:46].[OH:43][NH:42][C:26](=[O:28])/[CH:25]=[CH:24]/[C:20]1[CH:21]=[CH:22][CH:23]=[C:18](/[CH:17]=[CH:16]/[C:15]([C:12]2[CH:11]=[CH:10][C:9]([CH2:8][N:5]3[CH2:4][CH2:3][N:2]([CH3:1])[CH2:7][CH2:6]3)=[CH:14][CH:13]=2)=[O:33])[CH:19]=1. The catalyst class is: 137. (7) Reactant: [Si:1]([O:8][C@@H:9]1[C@H:13]([CH3:14])[N:12]([C:15]([O:17][C:18]([CH3:21])([CH3:20])[CH3:19])=[O:16])[C@H:11]([C:22]([O:24]C)=[O:23])[CH2:10]1)([C:4]([CH3:7])([CH3:6])[CH3:5])([CH3:3])[CH3:2].[Li+].[OH-].C(O)(=O)C. Product: [C:18]([O:17][C:15]([N:12]1[C@@H:13]([CH3:14])[C@@H:9]([O:8][Si:1]([C:4]([CH3:7])([CH3:6])[CH3:5])([CH3:3])[CH3:2])[CH2:10][C@H:11]1[C:22]([OH:24])=[O:23])=[O:16])([CH3:19])([CH3:20])[CH3:21]. The catalyst class is: 24.